Dataset: Catalyst prediction with 721,799 reactions and 888 catalyst types from USPTO. Task: Predict which catalyst facilitates the given reaction. (1) Reactant: [CH2:1]([C:3]1[C:4]([OH:16])=[C:5](C(OCC)=O)[C:6](=[O:10])[NH:7][C:8]=1[CH3:9])[CH3:2].C([O-])(O)=O.[Na+]. Product: [CH2:1]([C:3]1[C:4]([OH:16])=[CH:5][C:6](=[O:10])[NH:7][C:8]=1[CH3:9])[CH3:2]. The catalyst class is: 33. (2) Reactant: [CH2:1]([O:8][C:9]([N:11]1[CH2:16][CH2:15][C:14]([N:26]=[N+]=[N-])([C:17]2[CH:22]=[CH:21][CH:20]=[C:19]([CH:23]([CH3:25])[CH3:24])[CH:18]=2)[CH2:13][CH2:12]1)=[O:10])[C:2]1[CH:7]=[CH:6][CH:5]=[CH:4][CH:3]=1.C(N)CN.[H][H]. Product: [CH2:1]([O:8][C:9]([N:11]1[CH2:12][CH2:13][C:14]([NH2:26])([C:17]2[CH:22]=[CH:21][CH:20]=[C:19]([CH:23]([CH3:24])[CH3:25])[CH:18]=2)[CH2:15][CH2:16]1)=[O:10])[C:2]1[CH:7]=[CH:6][CH:5]=[CH:4][CH:3]=1. The catalyst class is: 123. (3) Reactant: [Br:1][C:2]1[CH:14]=[C:13]2[C:5]([C:6]3[C:7](=[O:22])[C:8]4[CH:20]=[C:19]([OH:21])[CH:18]=[CH:17][C:9]=4[C:10]([CH3:16])([CH3:15])[C:11]=3[NH:12]2)=[CH:4][CH:3]=1.C1(P(C2C=CC=CC=2)C2C=CC=CC=2)C=CC=CC=1.[CH3:42][C:43]1([CH3:50])[O:47][C@@H:46]([CH2:48]O)[CH2:45][O:44]1.C(OC(N=NC(OC(C)C)=O)=O)(C)C. The catalyst class is: 476. Product: [Br:1][C:2]1[CH:14]=[C:13]2[C:5]([C:6]3[C:7](=[O:22])[C:8]4[CH:20]=[C:19]([O:21][CH2:48][C@H:46]5[CH2:45][O:44][C:43]([CH3:50])([CH3:42])[O:47]5)[CH:18]=[CH:17][C:9]=4[C:10]([CH3:16])([CH3:15])[C:11]=3[NH:12]2)=[CH:4][CH:3]=1. (4) Reactant: C([O:5][C:6](=[O:36])[CH2:7][O:8][C:9]1[C:14]([CH3:15])=[CH:13][C:12]([C:16]2[O:17][C:18]3[N:19]=[C:20]([O:29][CH:30]4[CH2:34][CH2:33][CH2:32][CH2:31]4)[N:21]=[C:22]([O:25][CH2:26][CH2:27][CH3:28])[C:23]=3[N:24]=2)=[CH:11][C:10]=1[CH3:35])(C)(C)C.FC(F)(F)C(O)=O. Product: [CH:30]1([O:29][C:20]2[N:21]=[C:22]([O:25][CH2:26][CH2:27][CH3:28])[C:23]3[N:24]=[C:16]([C:12]4[CH:13]=[C:14]([CH3:15])[C:9]([O:8][CH2:7][C:6]([OH:36])=[O:5])=[C:10]([CH3:35])[CH:11]=4)[O:17][C:18]=3[N:19]=2)[CH2:31][CH2:32][CH2:33][CH2:34]1. The catalyst class is: 4. (5) Reactant: [Br:1][C:2]1[CH:3]=[CH:4][C:5]([OH:22])=[C:6]([C:8](=[O:21])[CH2:9][C:10]([C:12]2[CH:17]=[CH:16][C:15]([N+:18]([O-:20])=[O:19])=[CH:14][CH:13]=2)=O)[CH:7]=1.S(=O)(=O)(O)O. Product: [Br:1][C:2]1[CH:7]=[C:6]2[C:5](=[CH:4][CH:3]=1)[O:22][C:10]([C:12]1[CH:13]=[CH:14][C:15]([N+:18]([O-:20])=[O:19])=[CH:16][CH:17]=1)=[CH:9][C:8]2=[O:21]. The catalyst class is: 15. (6) Reactant: [CH2:1]([O:3][C:4](=[O:23])[C:5]1[CH:10]=[CH:9][C:8]([CH3:11])=[C:7]([S:12][Si](C(C)C)(C(C)C)C(C)C)[CH:6]=1)[CH3:2].CCCC[N+](CCCC)(CCCC)CCCC.[F-].C(N(CC)CC)C.Cl[CH2:50][C:51](=[O:53])[CH3:52]. Product: [CH2:1]([O:3][C:4](=[O:23])[C:5]1[CH:10]=[CH:9][C:8]([CH3:11])=[C:7]([S:12][CH2:50][C:51](=[O:53])[CH3:52])[CH:6]=1)[CH3:2]. The catalyst class is: 1. (7) Reactant: Br[C:2]1[CH:9]=[CH:8][C:5]([C:6]#[N:7])=[CH:4][C:3]=1[C:10]([F:13])([F:12])[F:11].[C:14]1(B(O)O)[CH:19]=[CH:18][CH:17]=[CH:16][CH:15]=1.C(=O)([O-])[O-:24].[K+].[K+]. Product: [F:11][C:10]([F:13])([F:12])[C:3]1[CH:4]=[C:5]([C:6]([NH2:7])=[O:24])[CH:8]=[CH:9][C:2]=1[C:14]1[CH:19]=[CH:18][CH:17]=[CH:16][CH:15]=1. The catalyst class is: 3. (8) Reactant: CC(C)([O-])C.[K+].O.C([O:10][C:11](=[O:24])[C:12]([CH:15]1[CH2:20][CH2:19][N:18]([C:21](=[O:23])[CH3:22])[CH2:17][CH2:16]1)([CH3:14])[CH3:13])C. Product: [C:21]([N:18]1[CH2:19][CH2:20][CH:15]([C:12]([CH3:14])([CH3:13])[C:11]([OH:24])=[O:10])[CH2:16][CH2:17]1)(=[O:23])[CH3:22]. The catalyst class is: 28. (9) Reactant: [Cl:1][C:2]1[CH:3]=[C:4]([N:9]2[C:13]3=[N:14][CH:15]=[CH:16][C:17](I)=[C:12]3[CH:11]=[N:10]2)[CH:5]=[C:6]([F:8])[CH:7]=1.CC1(C)C(C)(C)[O:23][B:22](B2OC(C)(C)C(C)(C)O2)[O:21]1.C([O-])(=O)C.[K+].C(Cl)Cl. Product: [Cl:1][C:2]1[CH:3]=[C:4]([N:9]2[C:13]3=[N:14][CH:15]=[CH:16][C:17]([B:22]([OH:23])[OH:21])=[C:12]3[CH:11]=[N:10]2)[CH:5]=[C:6]([F:8])[CH:7]=1. The catalyst class is: 16. (10) Reactant: [F:1][C:2]1[CH:7]=[C:6]([CH:8]([CH2:13][CH:14]=[CH2:15])[CH2:9][N+:10]([O-:12])=[O:11])[C:5]([F:16])=[CH:4][C:3]=1[F:17].Br/[C:19](=C\C)/C([O-])=O.[OH-:25].[Na+].[CH2:27]1[CH2:31][O:30][CH2:29][CH2:28]1. Product: [CH2:19]=[C:28]([CH2:27][CH:9]([N+:10]([O-:12])=[O:11])[CH:8]([C:6]1[CH:7]=[C:2]([F:1])[C:3]([F:17])=[CH:4][C:5]=1[F:16])[CH2:13][CH:14]=[CH2:15])[C:29]([O:30][CH3:31])=[O:25]. The catalyst class is: 282.